This data is from Forward reaction prediction with 1.9M reactions from USPTO patents (1976-2016). The task is: Predict the product of the given reaction. (1) Given the reactants [CH:1]([N:4]1[CH2:9][CH2:8][N:7]([C:10]([C:12]2[CH:13]=[N:14][C:15]([CH2:18][N:19]3[CH2:24][CH2:23][CH2:22][CH2:21][CH2:20]3)=[CH:16][CH:17]=2)=[O:11])[CH2:6][CH2:5]1)([CH3:3])[CH3:2].COC(=O)C1C=CC(CN2CCCCC2)=NC=1.C(N1CCNCC1)(C)C, predict the reaction product. The product is: [NH3:4].[CH:1]([N:4]1[CH2:5][CH2:6][N:7]([C:10]([C:12]2[CH:13]=[N:14][C:15]([CH2:18][N:19]3[CH2:20][CH2:21][CH2:22][CH2:23][CH2:24]3)=[CH:16][CH:17]=2)=[O:11])[CH2:8][CH2:9]1)([CH3:3])[CH3:2]. (2) Given the reactants [Br:1][C:2]1[CH:10]=[CH:9][CH:8]=[C:7]2[C:3]=1[CH:4]=[CH:5][N:6]2[CH3:11].FC(F)(F)[C:14]([O:16]C(=O)C(F)(F)F)=[O:15], predict the reaction product. The product is: [Br:1][C:2]1[CH:10]=[CH:9][CH:8]=[C:7]2[C:3]=1[C:4]([C:14]([OH:16])=[O:15])=[CH:5][N:6]2[CH3:11].